Predict the reaction yield, written as a fraction of the theoretical maximum amount of product (1.0 means a 100% yield; for example, 0.34 means a 34% yield). From a dataset of Reaction yield outcomes from USPTO patents with 853,638 reactions. (1) The reactants are [F:1][C:2]([F:29])([F:28])[C:3]([C:9]1[CH:10]=[C:11]2[C:15](=[CH:16][CH:17]=1)[N:14]([CH:18]([C:21]1[CH:26]=[CH:25][CH:24]=[CH:23][CH:22]=1)[CH2:19][OH:20])[CH:13]([CH3:27])[CH2:12]2)([OH:8])[C:4]([F:7])([F:6])[F:5].O1CCOCC1.C(C1C(=O)C(Cl)=C(Cl)C(=O)C=1C#N)#N.[NH4+].[Cl-]. The catalyst is C1(C)C=CC=CC=1.O=[Mn]=O.CCOCC. The product is [F:29][C:2]([F:1])([F:28])[C:3]([C:9]1[CH:10]=[C:11]2[C:15](=[CH:16][CH:17]=1)[N:14]([CH:18]([C:21]1[CH:26]=[CH:25][CH:24]=[CH:23][CH:22]=1)[CH2:19][OH:20])[C:13]([CH3:27])=[CH:12]2)([OH:8])[C:4]([F:7])([F:6])[F:5]. The yield is 0.380. (2) The reactants are [CH3:1][O:2][C:3]([C:5]1[CH:19]=[CH:18][C:8]2[N:9]([CH2:12][CH2:13][O:14][CH2:15]SC)[CH:10]=[N:11][C:7]=2[CH:6]=1)=[O:4].O[O:21][S:22]([O-:24])=O.[K+].[CH3:26]O. The catalyst is O. The product is [CH3:1][O:2][C:3]([C:5]1[CH:19]=[CH:18][C:8]2[N:9]([CH2:12][CH2:13][O:14][CH2:15][S:22]([CH3:26])(=[O:24])=[O:21])[CH:10]=[N:11][C:7]=2[CH:6]=1)=[O:4]. The yield is 0.600. (3) The reactants are [NH2:1][C@@H:2]1[CH2:7][CH2:6][CH2:5][N:4]([C:8]2[N:13]3[N:14]=[CH:15][CH:16]=[C:12]3[N:11]=[C:10]([NH:17][C:18](=[O:29])[C:19]3[CH:24]=[CH:23][C:22]([C:25]([OH:28])([CH3:27])[CH3:26])=[CH:21][CH:20]=3)[CH:9]=2)[CH2:3]1.F[C:31](F)(F)[C:32]([O-])=[O:33].C(Cl)(=O)C.O. The catalyst is N1C=CC=CC=1. The product is [C:32]([NH:1][C@@H:2]1[CH2:7][CH2:6][CH2:5][N:4]([C:8]2[N:13]3[N:14]=[CH:15][CH:16]=[C:12]3[N:11]=[C:10]([NH:17][C:18](=[O:29])[C:19]3[CH:24]=[CH:23][C:22]([C:25]([OH:28])([CH3:26])[CH3:27])=[CH:21][CH:20]=3)[CH:9]=2)[CH2:3]1)(=[O:33])[CH3:31]. The yield is 0.340. (4) The reactants are C1(=O)OCCCCC1.[CH2:9](Br)[C:10]1[CH:15]=[CH:14][CH:13]=[CH:12][CH:11]=1.[OH-].[K+].Cl.[OH:20][CH2:21][CH2:22][CH2:23][CH2:24][CH2:25][C:26]([OH:28])=[O:27].[OH-].[Na+]. The catalyst is C1(C)C=CC=CC=1.CO. The product is [CH2:9]([O:20][CH2:21][CH2:22][CH2:23][CH2:24][CH2:25][C:26]([OH:28])=[O:27])[C:10]1[CH:15]=[CH:14][CH:13]=[CH:12][CH:11]=1. The yield is 0.720.